This data is from Full USPTO retrosynthesis dataset with 1.9M reactions from patents (1976-2016). The task is: Predict the reactants needed to synthesize the given product. (1) Given the product [CH3:9][O:8][C:4]1[N:3]=[C:2]([C:2]2[CH:7]=[CH:6][CH:5]=[C:4]([O:8][CH3:9])[N:3]=2)[CH:7]=[CH:6][CH:5]=1, predict the reactants needed to synthesize it. The reactants are: Cl[C:2]1[CH:7]=[CH:6][CH:5]=[C:4]([O:8][CH3:9])[N:3]=1. (2) Given the product [CH3:1][CH2:2][CH2:3][CH2:4][CH2:5][CH2:6][CH2:7][CH2:8][C:9]1[CH:14]=[CH:13][C:12]([CH2:15][CH2:16][C:17]([NH2:22])([CH2:18][OH:19])[CH2:20][OH:21])=[CH:11][CH:10]=1.[ClH:27], predict the reactants needed to synthesize it. The reactants are: [CH3:1][CH2:2][CH2:3][CH2:4][CH2:5][CH2:6][CH2:7][CH2:8][C:9]1[CH:10]=[CH:11][C:12]([CH2:15][CH2:16][C:17]([NH2:22])([CH2:20][OH:21])[CH2:18][OH:19])=[CH:13][CH:14]=1.CC(O)C.[ClH:27]. (3) Given the product [CH2:21]([CH:6]1[N:7]([C:9]2[N:13]3[C:14]4[CH:20]=[CH:19][NH:18][C:15]=4[N:16]=[CH:17][C:12]3=[CH:11][N:10]=2)[CH2:8][C@@H:4]([NH:1][S:27]([CH2:26][CH2:25][C:24]([F:32])([F:31])[F:23])(=[O:29])=[O:28])[CH2:5]1)[CH3:22], predict the reactants needed to synthesize it. The reactants are: [N:1]([C@@H:4]1[CH2:8][N:7]([C:9]2[N:13]3[C:14]4[CH:20]=[CH:19][NH:18][C:15]=4[N:16]=[CH:17][C:12]3=[CH:11][N:10]=2)[C@H:6]([CH2:21][CH3:22])[CH2:5]1)=[N+]=[N-].[F:23][C:24]([F:32])([F:31])[CH2:25][CH2:26][S:27](Cl)(=[O:29])=[O:28]. (4) The reactants are: [CH3:1][C:2]1[C:11]([C:12]2[S:13][C:14]([C:23]3[N:27]=[CH:26][N:25](C4CCCCO4)[N:24]=3)=[C:15]([C:17]3[CH:22]=[CH:21][CH:20]=[CH:19][CH:18]=3)[N:16]=2)=[C:5]2[CH:6]=[C:7]([OH:10])[CH:8]=[CH:9][N:4]2[N:3]=1.I[CH2:35][CH2:36][O:37]C(=O)C1C=CC=CC=1.C(=O)([O-])[O-].[K+].[K+].CN(C)C=O. Given the product [CH3:1][C:2]1[C:11]([C:12]2[S:13][C:14]([C:23]3[NH:27][CH:26]=[N:25][N:24]=3)=[C:15]([C:17]3[CH:18]=[CH:19][CH:20]=[CH:21][CH:22]=3)[N:16]=2)=[C:5]2[CH:6]=[C:7]([O:10][CH2:35][CH2:36][OH:37])[CH:8]=[CH:9][N:4]2[N:3]=1, predict the reactants needed to synthesize it. (5) The reactants are: Cl[C:2]1[C:3]2[C:4](=[CH:13][N:14](CC3C=CC(OC)=CC=3)[N:15]=2)[N:5]=[C:6]([C:8]2[S:9][CH:10]=[CH:11][CH:12]=2)[N:7]=1.[NH2:25][C:26]1[CH:31]=[CH:30][C:29]([C:32]([N:34]2[CH2:39][CH2:38][O:37][CH2:36][CH2:35]2)=O)=[CH:28][CH:27]=1.Cl. Given the product [O:37]1[CH2:36][CH2:35][N:34]([CH2:32][C:29]2[CH:30]=[CH:31][C:26]([NH:25][C:2]3[C:3]4[NH:15][N:14]=[CH:13][C:4]=4[N:5]=[C:6]([C:8]4[S:9][CH:10]=[CH:11][CH:12]=4)[N:7]=3)=[CH:27][CH:28]=2)[CH2:39][CH2:38]1, predict the reactants needed to synthesize it. (6) Given the product [NH:1]1[CH:8]=[C:7]([CH2:9][C:10]([OH:12])=[O:11])[C:5](=[O:6])[NH:4][C:2]1=[O:18], predict the reactants needed to synthesize it. The reactants are: [NH:1]1[CH:8]=[C:7]([CH2:9][C:10]([O:12]CC)=[O:11])[C:5](=[O:6])[NH:4][C:2]1=S.ClCC(O)=[O:18].Cl. (7) Given the product [CH2:20]([O:22][CH2:23][CH2:24][C@@H:25]1[NH:26][CH2:27][CH2:28][N:19]([C:8]2[C:7]3[N:6]=[C:5]([CH:2]([CH3:4])[CH3:3])[S:14][C:13]=3[NH:12][C:11]3[CH:15]=[CH:16][CH:17]=[CH:18][C:10]=3[N:9]=2)[CH2:30]1)[CH3:21], predict the reactants needed to synthesize it. The reactants are: Cl.[CH:2]([C:5]1[S:14][C:13]2[NH:12][C:11]3[CH:15]=[CH:16][CH:17]=[CH:18][C:10]=3[N:9]=[C:8]([NH2:19])[C:7]=2[N:6]=1)([CH3:4])[CH3:3].[CH2:20]([O:22][CH2:23][CH2:24][C@H:25]1[CH2:30]N[CH2:28][CH2:27][NH:26]1)[CH3:21]. (8) Given the product [CH2:1]([N:8]([C:37](=[O:38])[C:36]1[C:35]([F:34])=[CH:43][CH:42]=[CH:41][C:40]=1[F:44])[C:9]([N:10]([C:12]1[CH:17]=[CH:16][C:15]([S:18][C:19]([F:22])([F:21])[F:20])=[CH:14][C:13]=1[F:23])[CH3:11])=[O:24])[C:2]1[CH:3]=[CH:4][CH:5]=[CH:6][CH:7]=1, predict the reactants needed to synthesize it. The reactants are: [CH2:1]([NH:8][C:9](=[O:24])[N:10]([C:12]1[CH:17]=[CH:16][C:15]([S:18][C:19]([F:22])([F:21])[F:20])=[CH:14][C:13]=1[F:23])[CH3:11])[C:2]1[CH:7]=[CH:6][CH:5]=[CH:4][CH:3]=1.C(N(C(C)C)CC)(C)C.[F:34][C:35]1[CH:43]=[CH:42][CH:41]=[C:40]([F:44])[C:36]=1[C:37](Cl)=[O:38].C(OC)(C)(C)C. (9) Given the product [S:14]([C:12]1[CH:13]=[C:8]([N:5]2[CH:6]=[N:7][C:3]([C:2]([F:21])([F:1])[F:20])=[N:4]2)[C:9]([CH3:19])=[CH:10][C:11]=1[CH3:18])[S:14][C:12]1[CH:13]=[C:8]([N:5]2[CH:6]=[N:7][C:3]([C:2]([F:21])([F:20])[F:1])=[N:4]2)[C:9]([CH3:19])=[CH:10][C:11]=1[CH3:18], predict the reactants needed to synthesize it. The reactants are: [F:1][C:2]([F:21])([F:20])[C:3]1[N:7]=[CH:6][N:5]([C:8]2[C:9]([CH3:19])=[CH:10][C:11]([CH3:18])=[C:12]([S:14](Cl)(=O)=O)[CH:13]=2)[N:4]=1.Cl.